Dataset: Forward reaction prediction with 1.9M reactions from USPTO patents (1976-2016). Task: Predict the product of the given reaction. (1) Given the reactants I[C:2]1[CH:7]=[CH:6][C:5]([O:8][CH3:9])=[CH:4][C:3]=1[OH:10].[CH3:11][CH:12]([CH3:15])[C:13]#[CH:14], predict the reaction product. The product is: [CH3:9][O:8][C:5]1[CH:6]=[CH:7][C:2]2[CH:14]=[C:13]([CH:12]([CH3:15])[CH3:11])[O:10][C:3]=2[CH:4]=1. (2) Given the reactants Cl[C:2]1[CH:7]=[C:6]([C:8]#[C:9][C:10]2[N:14]3[N:15]=[C:16]([C:19]4[CH:24]=[CH:23][C:22]([C:25]([N:27]5[CH2:32][CH2:31][O:30][CH2:29][CH2:28]5)=[O:26])=[CH:21][CH:20]=4)[CH:17]=[CH:18][C:13]3=[N:12][CH:11]=2)[CH:5]=[CH:4][N:3]=1.[N:33]1[CH:38]=[CH:37][CH:36]=[C:35]([NH2:39])[CH:34]=1, predict the reaction product. The product is: [O:30]1[CH2:31][CH2:32][N:27]([C:25]([C:22]2[CH:23]=[CH:24][C:19]([C:16]3[CH:17]=[CH:18][C:13]4[N:14]([C:10]([C:9]#[C:8][C:6]5[CH:5]=[CH:4][N:3]=[C:2]([NH:39][C:35]6[CH:34]=[N:33][CH:38]=[CH:37][CH:36]=6)[CH:7]=5)=[CH:11][N:12]=4)[N:15]=3)=[CH:20][CH:21]=2)=[O:26])[CH2:28][CH2:29]1. (3) Given the reactants [NH2:1][CH:2]1[CH2:7][CH2:6][N:5]([C:8]([O:10][C:11]([CH3:14])([CH3:13])[CH3:12])=[O:9])[CH2:4][CH2:3]1.O.O=[CH:17]C(O)=O.C(=O)([O-])[O-].[K+].[K+].[N+:27]([CH:29]([C:40]1[CH:45]=[CH:44][CH:43]=[CH:42][CH:41]=1)S(C1C=CC(C)=CC=1)(=O)=O)#[C-:28], predict the reaction product. The product is: [C:40]1([C:29]2[N:27]=[CH:28][N:1]([CH:2]3[CH2:3][CH2:4][N:5]([C:8]([O:10][C:11]([CH3:14])([CH3:13])[CH3:12])=[O:9])[CH2:6][CH2:7]3)[CH:17]=2)[CH:41]=[CH:42][CH:43]=[CH:44][CH:45]=1. (4) Given the reactants [CH2:1](Br)[C:2]1[CH:7]=[CH:6][CH:5]=[CH:4][CH:3]=1.[C:9](=[O:12])([O-])[O-:10].[K+].[K+].[CH3:15][C:16]([CH3:18])=[O:17], predict the reaction product. The product is: [CH2:1]([O:17][C:16]1[CH:18]=[C:3]([CH2:4][C:9]([OH:10])=[O:12])[CH:2]=[CH:1][CH:15]=1)[C:2]1[CH:7]=[CH:6][CH:5]=[CH:4][CH:3]=1. (5) Given the reactants [NH2:1][C:2]1[N:7]=[CH:6][C:5]([C:8]2[CH:18]=[CH:17][C:11]([O:12][CH2:13][C:14](O)=[O:15])=[CH:10][CH:9]=2)=[CH:4][C:3]=1[C:19]1[S:20][C:21]2[CH:27]=[CH:26][CH:25]=[CH:24][C:22]=2[N:23]=1.[Cl-].C[NH3+].[CH3:31][N:32](C(ON1N=NC2C=CC=CC1=2)=[N+](C)C)C.[B-](F)(F)(F)F.CCN(C(C)C)C(C)C, predict the reaction product. The product is: [NH2:1][C:2]1[N:7]=[CH:6][C:5]([C:8]2[CH:18]=[CH:17][C:11]([O:12][CH2:13][C:14]([NH:32][CH3:31])=[O:15])=[CH:10][CH:9]=2)=[CH:4][C:3]=1[C:19]1[S:20][C:21]2[CH:27]=[CH:26][CH:25]=[CH:24][C:22]=2[N:23]=1. (6) The product is: [C:14]1([S:13][C:11]2[S:12][C:8]([C:6]([OH:7])=[O:5])=[CH:9][N:10]=2)[CH:15]=[CH:16][CH:17]=[CH:18][CH:19]=1. Given the reactants [OH-].[K+].C([O:5][C:6]([C:8]1[S:12][C:11]([S:13][C:14]2[CH:19]=[CH:18][CH:17]=[CH:16][CH:15]=2)=[N:10][CH:9]=1)=[O:7])C.Cl, predict the reaction product.